From a dataset of NCI-60 drug combinations with 297,098 pairs across 59 cell lines. Regression. Given two drug SMILES strings and cell line genomic features, predict the synergy score measuring deviation from expected non-interaction effect. (1) Drug 1: CC12CCC(CC1=CCC3C2CCC4(C3CC=C4C5=CN=CC=C5)C)O. Drug 2: CN1C2=C(C=C(C=C2)N(CCCl)CCCl)N=C1CCCC(=O)O.Cl. Cell line: KM12. Synergy scores: CSS=4.53, Synergy_ZIP=-7.82, Synergy_Bliss=-7.19, Synergy_Loewe=-7.69, Synergy_HSA=-7.22. (2) Drug 1: CC1OCC2C(O1)C(C(C(O2)OC3C4COC(=O)C4C(C5=CC6=C(C=C35)OCO6)C7=CC(=C(C(=C7)OC)O)OC)O)O. Drug 2: CCCCC(=O)OCC(=O)C1(CC(C2=C(C1)C(=C3C(=C2O)C(=O)C4=C(C3=O)C=CC=C4OC)O)OC5CC(C(C(O5)C)O)NC(=O)C(F)(F)F)O. Cell line: SF-539. Synergy scores: CSS=22.2, Synergy_ZIP=-7.75, Synergy_Bliss=-2.32, Synergy_Loewe=-0.226, Synergy_HSA=-0.220. (3) Cell line: SK-MEL-5. Synergy scores: CSS=29.5, Synergy_ZIP=-5.53, Synergy_Bliss=1.54, Synergy_Loewe=-22.5, Synergy_HSA=1.35. Drug 2: C1=NNC2=C1C(=O)NC=N2. Drug 1: C1=NC(=NC(=O)N1C2C(C(C(O2)CO)O)O)N. (4) Drug 1: CCC1(CC2CC(C3=C(CCN(C2)C1)C4=CC=CC=C4N3)(C5=C(C=C6C(=C5)C78CCN9C7C(C=CC9)(C(C(C8N6C=O)(C(=O)OC)O)OC(=O)C)CC)OC)C(=O)OC)O.OS(=O)(=O)O. Drug 2: CN(C(=O)NC(C=O)C(C(C(CO)O)O)O)N=O. Cell line: 786-0. Synergy scores: CSS=-2.88, Synergy_ZIP=0.332, Synergy_Bliss=-2.58, Synergy_Loewe=-4.91, Synergy_HSA=-3.73. (5) Drug 1: C(=O)(N)NO. Drug 2: CN(CCCl)CCCl.Cl. Cell line: K-562. Synergy scores: CSS=27.0, Synergy_ZIP=-0.552, Synergy_Bliss=1.95, Synergy_Loewe=-36.6, Synergy_HSA=-3.06. (6) Drug 1: CC(C)(C#N)C1=CC(=CC(=C1)CN2C=NC=N2)C(C)(C)C#N. Drug 2: C1C(C(OC1N2C=NC3=C2NC=NCC3O)CO)O. Cell line: MCF7. Synergy scores: CSS=1.04, Synergy_ZIP=-0.260, Synergy_Bliss=-1.97, Synergy_Loewe=-3.68, Synergy_HSA=-2.61. (7) Drug 1: CC1=C(C=C(C=C1)C(=O)NC2=CC(=CC(=C2)C(F)(F)F)N3C=C(N=C3)C)NC4=NC=CC(=N4)C5=CN=CC=C5. Drug 2: CC(C)CN1C=NC2=C1C3=CC=CC=C3N=C2N. Cell line: SN12C. Synergy scores: CSS=-10.3, Synergy_ZIP=1.23, Synergy_Bliss=-6.87, Synergy_Loewe=-14.4, Synergy_HSA=-12.7. (8) Cell line: K-562. Drug 2: CCCCCOC(=O)NC1=NC(=O)N(C=C1F)C2C(C(C(O2)C)O)O. Synergy scores: CSS=15.2, Synergy_ZIP=-3.92, Synergy_Bliss=-4.04, Synergy_Loewe=-16.9, Synergy_HSA=-8.56. Drug 1: C1=CC(=CC=C1CC(C(=O)O)N)N(CCCl)CCCl.Cl.